Dataset: Forward reaction prediction with 1.9M reactions from USPTO patents (1976-2016). Task: Predict the product of the given reaction. (1) Given the reactants C[Si](C)(C)[C:3]#[N:4].[F-].C([N+](CCCC)(CCCC)CCCC)CCC.O[CH2:26][C:27]1[NH:28][C:29]([C:33]2[C:34]([CH3:43])=[CH:35][C:36]([CH3:42])=[C:37]([CH:41]=2)[C:38]([OH:40])=[O:39])=[C:30]([CH3:32])[N:31]=1, predict the reaction product. The product is: [C:3]([CH2:26][C:27]1[NH:28][C:29]([C:33]2[C:34]([CH3:43])=[CH:35][C:36]([CH3:42])=[C:37]([CH:41]=2)[C:38]([OH:40])=[O:39])=[C:30]([CH3:32])[N:31]=1)#[N:4]. (2) Given the reactants [C:1]([O:9][C:10]1[C:27]([O:28][CH3:29])=[CH:26][C:13]([C:14]([N:16]2[CH2:21][CH2:20][CH2:19][CH2:18][C@H:17]2[C:22](OC)=[O:23])=[O:15])=[C:12]([N+:30]([O-:32])=[O:31])[CH:11]=1)(=O)[C:2]1[CH:7]=[CH:6][CH:5]=[CH:4][CH:3]=1.CC(C[AlH]CC(C)C)C, predict the reaction product. The product is: [CH2:1]([O:9][C:10]1[C:27]([O:28][CH3:29])=[CH:26][C:13]([C:14]([N:16]2[CH2:21][CH2:20][CH2:19][CH2:18][C@H:17]2[CH:22]=[O:23])=[O:15])=[C:12]([N+:30]([O-:32])=[O:31])[CH:11]=1)[C:2]1[CH:3]=[CH:4][CH:5]=[CH:6][CH:7]=1. (3) The product is: [Br-:20].[C:23]1([CH2:22][CH2:21][P+:7]([C:1]2[CH:2]=[CH:3][CH:4]=[CH:5][CH:6]=2)([C:8]2[CH:13]=[CH:12][CH:11]=[CH:10][CH:9]=2)[C:14]2[CH:15]=[CH:16][CH:17]=[CH:18][CH:19]=2)[CH:28]=[CH:27][CH:26]=[CH:25][CH:24]=1. Given the reactants [C:1]1([P:7]([C:14]2[CH:19]=[CH:18][CH:17]=[CH:16][CH:15]=2)[C:8]2[CH:13]=[CH:12][CH:11]=[CH:10][CH:9]=2)[CH:6]=[CH:5][CH:4]=[CH:3][CH:2]=1.[Br:20][CH2:21][CH2:22][C:23]1[CH:28]=[CH:27][CH:26]=[CH:25][CH:24]=1, predict the reaction product. (4) Given the reactants [F:1][C:2]1[C:7]([O:8][CH3:9])=[CH:6][C:5]([O:10][CH3:11])=[C:4]([F:12])[C:3]=1[N:13]1[CH2:18][C:17]2[CH:19]=[N:20][C:21]3[N:25]([S:26]([C:29]4[CH:34]=[CH:33][CH:32]=[CH:31][CH:30]=4)(=[O:28])=[O:27])[C:24](/[CH:35]=[CH:36]\[O:37]CC)=[CH:23][C:22]=3[C:16]=2[N:15]([CH3:40])[C:14]1=[O:41].O1CCCC1.Cl.O.C([O-])(O)=O.[Na+], predict the reaction product. The product is: [F:12][C:4]1[C:5]([O:10][CH3:11])=[CH:6][C:7]([O:8][CH3:9])=[C:2]([F:1])[C:3]=1[N:13]1[CH2:18][C:17]2[CH:19]=[N:20][C:21]3[N:25]([S:26]([C:29]4[CH:34]=[CH:33][CH:32]=[CH:31][CH:30]=4)(=[O:27])=[O:28])[C:24]([CH2:35][CH:36]=[O:37])=[CH:23][C:22]=3[C:16]=2[N:15]([CH3:40])[C:14]1=[O:41]. (5) The product is: [C:26]([C:30]1[CH:31]=[C:32]([NH:71][S:72]([CH3:75])(=[O:73])=[O:74])[C:33]([O:69][CH3:70])=[C:34]([NH:36][C:37](=[O:68])[NH:38][C:39]2[C:48]3[C:47](=[CH:46][CH:45]=[CH:44][CH:43]=3)[C:42]([O:49][C:50]3[CH:55]=[CH:54][N:53]=[C:52]([NH:56][C:57]4[CH:65]=[CH:64][C:60]([C:61]([NH:77][CH2:78][CH2:79][CH2:80][CH2:81][CH2:82][CH2:83][C:84]([O:86][CH3:87])=[O:85])=[O:62])=[C:59]([O:66][CH3:67])[CH:58]=4)[CH:51]=3)=[CH:41][CH:40]=2)[CH:35]=1)([CH3:29])([CH3:28])[CH3:27]. Given the reactants CN(C(ON1N=NC2C=CC=NC1=2)=[N+](C)C)C.F[P-](F)(F)(F)(F)F.Cl.[C:26]([C:30]1[CH:31]=[C:32]([NH:71][S:72]([CH3:75])(=[O:74])=[O:73])[C:33]([O:69][CH3:70])=[C:34]([NH:36][C:37](=[O:68])[NH:38][C:39]2[C:48]3[C:43](=[CH:44][CH:45]=[CH:46][CH:47]=3)[C:42]([O:49][C:50]3[CH:55]=[CH:54][N:53]=[C:52]([NH:56][C:57]4[CH:65]=[CH:64][C:60]([C:61](O)=[O:62])=[C:59]([O:66][CH3:67])[CH:58]=4)[CH:51]=3)=[CH:41][CH:40]=2)[CH:35]=1)([CH3:29])([CH3:28])[CH3:27].Cl.[NH2:77][CH2:78][CH2:79][CH2:80][CH2:81][CH2:82][CH2:83][C:84]([O:86][CH3:87])=[O:85].CCN(C(C)C)C(C)C, predict the reaction product. (6) Given the reactants [I:1][C:2]1[CH:3]=[C:4]([NH3+:16])[CH:5]=[C:6]([C:8](=[O:15])[NH:9][CH:10]([CH3:14])[CH2:11][O:12][CH3:13])[CH:7]=1.[N-:17]=[N+:18]=[N-:19].[Na+].[CH:21](OCC)(OCC)OCC, predict the reaction product. The product is: [I:1][C:2]1[CH:7]=[C:6]([CH:5]=[C:4]([N:16]2[CH:21]=[N:19][N:18]=[N:17]2)[CH:3]=1)[C:8]([NH:9][CH:10]([CH3:14])[CH2:11][O:12][CH3:13])=[O:15]. (7) Given the reactants Cl[C:2]1[N:7]=[CH:6][C:5]([CH2:8][N:9]2[CH2:13][C@@H:12]([CH3:14])[O:11][C:10]2=[O:15])=[CH:4][CH:3]=1.[Cl:16][C:17]1[CH:22]=[CH:21][C:20](B(O)O)=[C:19]([F:26])[CH:18]=1.C(=O)([O-])[O-].[Na+].[Na+], predict the reaction product. The product is: [Cl:16][C:17]1[CH:22]=[CH:21][C:20]([C:2]2[N:7]=[CH:6][C:5]([CH2:8][N:9]3[CH2:13][C@@H:12]([CH3:14])[O:11][C:10]3=[O:15])=[CH:4][CH:3]=2)=[C:19]([F:26])[CH:18]=1. (8) Given the reactants [CH3:1][O:2][C:3]1[CH:15]=[CH:14][C:6]([CH2:7][N:8]2[C:12]([NH2:13])=[N:11][N:10]=[N:9]2)=[CH:5][CH:4]=1.[CH2:16]=O.C[O-].[Na+].[BH4-].[Na+], predict the reaction product. The product is: [CH3:1][O:2][C:3]1[CH:4]=[CH:5][C:6]([CH2:7][N:8]2[C:12]([NH:13][CH3:16])=[N:11][N:10]=[N:9]2)=[CH:14][CH:15]=1. (9) Given the reactants [C:1]([O:5][C:6](=[O:25])[C:7]1[CH:12]=[C:11]([N:13]([S:20]([CH3:23])(=[O:22])=[O:21])[C:14]2[CH:19]=[CH:18][CH:17]=[CH:16][CH:15]=2)[CH:10]=[C:9](Br)[CH:8]=1)([CH3:4])([CH3:3])[CH3:2].CC(C)([O-])C.[Na+].C1(P(C2CCCCC2)C2C=CC=CC=2C2C=CC=CC=2)CCCCC1.[CH3:57][NH:58][CH2:59][C:60]1[CH:65]=[CH:64][CH:63]=[CH:62][CH:61]=1, predict the reaction product. The product is: [C:1]([O:5][C:6](=[O:25])[C:7]1[CH:12]=[C:11]([N:13]([S:20]([CH3:23])(=[O:22])=[O:21])[C:14]2[CH:19]=[CH:18][CH:17]=[CH:16][CH:15]=2)[CH:10]=[C:9]([N:58]([CH2:59][C:60]2[CH:65]=[CH:64][CH:63]=[CH:62][CH:61]=2)[CH3:57])[CH:8]=1)([CH3:4])([CH3:3])[CH3:2].